From a dataset of Full USPTO retrosynthesis dataset with 1.9M reactions from patents (1976-2016). Predict the reactants needed to synthesize the given product. (1) Given the product [Br:29][C:28]1[CH:27]=[CH:26][C:21]([C:22]([O:24][CH3:25])=[O:23])=[CH:20][C:19]=1/[CH:17]=[CH:6]/[C:5]1[CH:4]=[CH:3][C:2]([Cl:1])=[CH:16][CH:15]=1, predict the reactants needed to synthesize it. The reactants are: [Cl:1][C:2]1[CH:16]=[CH:15][C:5]([CH2:6]P(=O)(OCC)OCC)=[CH:4][CH:3]=1.[CH:17]([C:19]1[CH:20]=[C:21]([CH:26]=[CH:27][C:28]=1[Br:29])[C:22]([O:24][CH3:25])=[O:23])=O. (2) The reactants are: [Cl:1][C:2]1[CH:7]=[CH:6][C:5]([C:8]([F:11])([F:10])[F:9])=[CH:4][C:3]=1[C:12]1[N:13]=[CH:14][C:15]([NH:18][C:19](=[O:28])[C:20]2[C:25]([F:26])=[CH:24]C=[CH:22][C:21]=2F)=[N:16][CH:17]=1.FC1C=[N:37]C=CC=1C(Cl)=O. Given the product [Cl:1][C:2]1[CH:7]=[CH:6][C:5]([C:8]([F:10])([F:9])[F:11])=[CH:4][C:3]=1[C:12]1[N:13]=[CH:14][C:15]([NH:18][C:19](=[O:28])[C:20]2[CH:21]=[CH:22][N:37]=[CH:24][C:25]=2[F:26])=[N:16][CH:17]=1, predict the reactants needed to synthesize it.